Dataset: Reaction yield outcomes from USPTO patents with 853,638 reactions. Task: Predict the reaction yield, written as a fraction of the theoretical maximum amount of product (1.0 means a 100% yield; for example, 0.34 means a 34% yield). The reactants are Cl[C:2]1[N:6]([CH3:7])[N:5]=[CH:4][C:3]=1[N+:8]([O-:10])=[O:9].Cl.[F:12][C:13]1([F:19])[CH2:18][CH2:17][CH2:16][NH:15][CH2:14]1.CCN(C(C)C)C(C)C. The catalyst is CCO. The product is [F:12][C:13]1([F:19])[CH2:18][CH2:17][CH2:16][N:15]([C:2]2[N:6]([CH3:7])[N:5]=[CH:4][C:3]=2[N+:8]([O-:10])=[O:9])[CH2:14]1. The yield is 0.830.